The task is: Predict the product of the given reaction.. This data is from Forward reaction prediction with 1.9M reactions from USPTO patents (1976-2016). (1) Given the reactants [Br:1][C:2]1[CH:10]=[CH:9][C:5]([C:6]([OH:8])=O)=[C:4]([F:11])[CH:3]=1.Cl.[F:13][C:14]1([F:19])[CH2:18][CH2:17][NH:16][CH2:15]1, predict the reaction product. The product is: [Br:1][C:2]1[CH:10]=[CH:9][C:5]([C:6]([N:16]2[CH2:17][CH2:18][C:14]([F:19])([F:13])[CH2:15]2)=[O:8])=[C:4]([F:11])[CH:3]=1. (2) Given the reactants [CH3:1][C:2]1([CH3:22])[C:11]2[C:6](=[CH:7][CH:8]=[C:9]([C:12]3[CH:13]=[C:14]([CH:17]=[C:18]([F:20])[CH:19]=3)[C:15]#[N:16])[CH:10]=2)[NH:5][C:4](=O)[CH2:3]1.P12(SP3(SP(SP(S3)(S1)=S)(=S)S2)=S)=[S:24], predict the reaction product. The product is: [CH3:1][C:2]1([CH3:22])[C:11]2[C:6](=[CH:7][CH:8]=[C:9]([C:12]3[CH:13]=[C:14]([CH:17]=[C:18]([F:20])[CH:19]=3)[C:15]#[N:16])[CH:10]=2)[NH:5][C:4](=[S:24])[CH2:3]1.